From a dataset of Forward reaction prediction with 1.9M reactions from USPTO patents (1976-2016). Predict the product of the given reaction. (1) Given the reactants [Cl:1][C:2]1[N:7]=[C:6]([NH:8][NH:9][C:10](=[O:29])[C@H:11]([CH2:23][CH:24]2[CH2:28][CH2:27][CH2:26][CH2:25]2)[CH2:12][N:13]([O:16]C2CCCCO2)[CH:14]=[O:15])[C:5]([F:30])=[C:4]([NH:31][CH2:32][C:33]2[N:34]=[CH:35][S:36][CH:37]=2)[N:3]=1, predict the reaction product. The product is: [Cl:1][C:2]1[N:7]=[C:6]([NH:8][NH:9][C:10](=[O:29])[C@H:11]([CH2:23][CH:24]2[CH2:25][CH2:26][CH2:27][CH2:28]2)[CH2:12][N:13]([OH:16])[CH:14]=[O:15])[C:5]([F:30])=[C:4]([NH:31][CH2:32][C:33]2[N:34]=[CH:35][S:36][CH:37]=2)[N:3]=1. (2) Given the reactants [C:1]([NH:4][C:5]([NH2:7])=[NH:6])(=[O:3])[CH3:2].Br[CH2:9][C:10]([C:12]1[CH:17]=[CH:16][C:15]([O:18][CH:19]([F:21])[F:20])=[CH:14][CH:13]=1)=O, predict the reaction product. The product is: [F:20][CH:19]([F:21])[O:18][C:15]1[CH:16]=[CH:17][C:12]([C:10]2[N:6]=[C:5]([NH:4][C:1](=[O:3])[CH3:2])[NH:7][CH:9]=2)=[CH:13][CH:14]=1. (3) The product is: [Cl:3][C:4]1[N:5]=[C:6]([CH:9]([C:17]2[NH:18][C:19]([C:30]3[CH:31]=[CH:32][CH:33]=[CH:34][CH:35]=3)=[C:20]3[C:25](=[O:26])[N:24]([CH3:27])[C:23](=[O:28])[N:22]([CH3:29])[C:21]=23)[C:10]([CH3:16])([CH3:15])[CH2:11][OH:12])[S:7][CH:8]=1. Given the reactants [BH4-].[Na+].[Cl:3][C:4]1[N:5]=[C:6]([CH:9]([C:17]2[NH:18][C:19]([C:30]3[CH:35]=[CH:34][CH:33]=[CH:32][CH:31]=3)=[C:20]3[C:25](=[O:26])[N:24]([CH3:27])[C:23](=[O:28])[N:22]([CH3:29])[C:21]=23)[C:10]([CH3:16])([CH3:15])[C:11](OC)=[O:12])[S:7][CH:8]=1.[Cl-].[Li+], predict the reaction product. (4) Given the reactants [NH2:1][C:2]1[C:10]2[N:9]=[C:8]([NH:11][C:12](=[O:19])[C:13]3C=CC=CC=3)[NH:7][C:6]=2[CH:5]=[CH:4][CH:3]=1.[N+](C1C2N=C(NC(=O)C3C=CC=CC=3)NC=2C=CC=1)([O-])=O, predict the reaction product. The product is: [NH2:1][C:2]1[C:10]2[N:9]=[C:8]([NH:11][C:12](=[O:19])[CH3:13])[NH:7][C:6]=2[CH:5]=[CH:4][CH:3]=1.